From a dataset of Reaction yield outcomes from USPTO patents with 853,638 reactions. Predict the reaction yield, written as a fraction of the theoretical maximum amount of product (1.0 means a 100% yield; for example, 0.34 means a 34% yield). The reactants are [CH3:1][O:2][C:3]1[CH:11]=[C:10]2[C:6]([CH2:7][CH2:8][C:9]2=O)=[CH:5][CH:4]=1.[CH3:13][CH2:14][OH:15].[H-].[Na+].C1C[O:21][CH2:20][CH2:19]1. The catalyst is C(OCC)C. The product is [CH2:14]([O:15][C:20](=[O:21])[CH:19]=[C:9]1[C:10]2[C:6](=[CH:5][CH:4]=[C:3]([O:2][CH3:1])[CH:11]=2)[CH2:7][CH2:8]1)[CH3:13]. The yield is 0.470.